This data is from Catalyst prediction with 721,799 reactions and 888 catalyst types from USPTO. The task is: Predict which catalyst facilitates the given reaction. (1) Reactant: [NH2:1][C:2]1[C:7]([CH3:8])=[CH:6][CH:5]=[CH:4][C:3]=1[OH:9].[C:10](O[C:10]([O:12][C:13]([CH3:16])([CH3:15])[CH3:14])=[O:11])([O:12][C:13]([CH3:16])([CH3:15])[CH3:14])=[O:11].C(N(CC)CC)C. Product: [C:13]([O:12][C:10](=[O:11])[NH:1][C:2]1[C:7]([CH3:8])=[CH:6][CH:5]=[CH:4][C:3]=1[OH:9])([CH3:16])([CH3:15])[CH3:14]. The catalyst class is: 1. (2) Reactant: [Cl:1][C:2]1[N:7]=[C:6](Cl)[CH:5]=[C:4]([CH2:9][CH2:10][CH3:11])[N:3]=1.[CH3:12][C@@H:13]1[CH2:17][CH2:16][CH2:15][NH:14]1.C(N(C(C)C)CC)(C)C. Product: [Cl:1][C:2]1[N:7]=[C:6]([N:14]2[CH2:15][CH2:16][CH2:17][C@H:13]2[CH3:12])[CH:5]=[C:4]([CH2:9][CH2:10][CH3:11])[N:3]=1. The catalyst class is: 22. (3) Reactant: Br[CH2:2][C:3]([C:5]1[CH:10]=[CH:9][N:8]=[C:7]([S:11][CH3:12])[N:6]=1)=O.[CH3:13][C:14]([CH3:19])([CH3:18])[C:15](=[S:17])[NH2:16]. Product: [C:14]([C:15]1[S:17][CH:2]=[C:3]([C:5]2[CH:10]=[CH:9][N:8]=[C:7]([S:11][CH3:12])[N:6]=2)[N:16]=1)([CH3:19])([CH3:18])[CH3:13]. The catalyst class is: 14. (4) Reactant: [CH:1]1([C:7]([OH:9])=O)[CH2:6][CH2:5][CH:4]=[CH:3][CH2:2]1.CCN=C=N[CH2:15][CH2:16][CH2:17][N:18](C)C.Cl.CCN([CH:28]([CH3:30])[CH3:29])C(C)C.[CH3:31][C:32](C)=O.C(Cl)Cl. Product: [CH2:17]([NH:18][C:7]([CH:1]1[CH2:6][CH2:5][CH:4]=[CH:3][CH2:2]1)=[O:9])[CH2:16][CH2:15][CH2:31][CH2:32][CH2:30][CH2:28][CH3:29]. The catalyst class is: 2. (5) Reactant: [F:1][C:2]1[CH:9]=[C:8]([F:10])[CH:7]=[CH:6][C:3]=1[CH2:4][NH2:5].[C:11](O)(=[O:20])[CH2:12][CH2:13][CH2:14][CH2:15][CH2:16][CH2:17][CH2:18][CH3:19].Cl.C(N=C=NCCCN(C)C)C. Product: [F:1][C:2]1[CH:9]=[C:8]([F:10])[CH:7]=[CH:6][C:3]=1[CH2:4][NH:5][C:11](=[O:20])[CH2:12][CH2:13][CH2:14][CH2:15][CH2:16][CH2:17][CH2:18][CH3:19]. The catalyst class is: 64. (6) Reactant: N.[C:2]([O:5][CH2:6][CH3:7])(=[O:4])[CH3:3].[CH3:8][O:9][C:10]1[CH:11]=[C:12]([CH:23]=[CH:24][CH:25]=1)[C:13]([C:15]1[CH:20]=[CH:19][CH:18]=[C:17]([O:21][CH3:22])[CH:16]=1)=[O:14].[Cl-].[NH4+]. The catalyst class is: 27. Product: [CH3:22][O:21][C:17]1[CH:16]=[C:15]([C:13]([C:12]2[CH:23]=[CH:24][CH:25]=[C:10]([O:9][CH3:8])[CH:11]=2)([OH:14])[CH2:3][C:2]([O:5][CH2:6][CH3:7])=[O:4])[CH:20]=[CH:19][CH:18]=1.